From a dataset of Reaction yield outcomes from USPTO patents with 853,638 reactions. Predict the reaction yield, written as a fraction of the theoretical maximum amount of product (1.0 means a 100% yield; for example, 0.34 means a 34% yield). (1) The reactants are [CH3:1][N:2]1[CH2:7][CH2:6][N:5]([C:8]2[CH:13]=[CH:12][C:11]([CH2:14][C:15]#[N:16])=[CH:10][CH:9]=2)[CH2:4][CH2:3]1.[CH:17](OCC)=[O:18]. The catalyst is CCO. The product is [CH3:1][N:2]1[CH2:7][CH2:6][N:5]([C:8]2[CH:13]=[CH:12][C:11]([CH:14]([CH:17]=[O:18])[C:15]#[N:16])=[CH:10][CH:9]=2)[CH2:4][CH2:3]1. The yield is 0.640. (2) The reactants are [I:1][C:2]1[CH:7]=[C:6]([N:8]2[CH2:13][CH2:12][N:11]([CH3:14])[CH2:10][CH2:9]2)[N:5]=[CH:4][C:3]=1[NH:15]C(=O)C(C)(C)C. The yield is 0.920. The catalyst is Cl. The product is [I:1][C:2]1[CH:7]=[C:6]([N:8]2[CH2:13][CH2:12][N:11]([CH3:14])[CH2:10][CH2:9]2)[N:5]=[CH:4][C:3]=1[NH2:15]. (3) The reactants are [CH3:1][C:2]1([CH3:17])[C:10]2[C:5](=[CH:6][C:7]([N+:11]([O-])=O)=[CH:8][CH:9]=2)[N:4]([C:14](=[O:16])[CH3:15])[CH2:3]1. The catalyst is [Pd].C1COCC1. The product is [NH2:11][C:7]1[CH:6]=[C:5]2[C:10]([C:2]([CH3:17])([CH3:1])[CH2:3][N:4]2[C:14](=[O:16])[CH3:15])=[CH:9][CH:8]=1. The yield is 0.940. (4) The reactants are [C:1]([C:3]1[C:11]2[S:10][C:9]([NH:12][C:13](=[O:17])[NH:14][CH2:15][CH3:16])=[N:8][C:7]=2[CH:6]=[C:5]([C:18]2[CH:19]=[N:20][C:21]([N:24]3[CH2:29][CH2:28][C:27]([CH3:35])([C:30]([O:32][CH2:33][CH3:34])=[O:31])[CH2:26][CH2:25]3)=[N:22][CH:23]=2)[CH:4]=1)#[N:2].Cl.[NH2:37]O.[C:39](Cl)(=[O:41])[CH3:40]. The catalyst is N1C=CC=CC=1.CCOC(C)=O. The product is [CH2:15]([NH:14][C:13]([NH:12][C:9]1[S:10][C:11]2[C:3]([C:1]3[N:37]=[C:39]([CH3:40])[O:41][N:2]=3)=[CH:4][C:5]([C:18]3[CH:23]=[N:22][C:21]([N:24]4[CH2:29][CH2:28][C:27]([CH3:35])([C:30]([O:32][CH2:33][CH3:34])=[O:31])[CH2:26][CH2:25]4)=[N:20][CH:19]=3)=[CH:6][C:7]=2[N:8]=1)=[O:17])[CH3:16]. The yield is 0.530. (5) The reactants are [Cl:1][C:2]1[CH:3]=[C:4]([NH:9][C:10]2[C:19]3[C:14](=[CH:15][C:16]([O:21][CH3:22])=[C:17]([OH:20])[CH:18]=3)[N:13]=[CH:12][N:11]=2)[CH:5]=[CH:6][C:7]=1[F:8].Br[CH2:24][C:25]([O:27][CH2:28][CH3:29])=[O:26].C(=O)([O-])[O-].[K+].[K+]. The catalyst is CN(C)C=O. The product is [Cl:1][C:2]1[CH:3]=[C:4]([NH:9][C:10]2[C:19]3[C:14](=[CH:15][C:16]([O:21][CH3:22])=[C:17]([O:20][CH2:24][C:25]([O:27][CH2:28][CH3:29])=[O:26])[CH:18]=3)[N:13]=[CH:12][N:11]=2)[CH:5]=[CH:6][C:7]=1[F:8]. The yield is 0.740. (6) The reactants are [N:1]1[C:11]2[C:10]3[S:12][C:13]([C:15]4[CH:16]=[CH:17][C:18]([NH2:21])=[N:19][CH:20]=4)=[CH:14][C:9]=3[CH2:8][CH2:7][O:6][C:5]=2[CH:4]=[CH:3][CH:2]=1.[C:22](OC(=O)C)(=[O:24])[CH3:23]. No catalyst specified. The product is [N:1]1[C:11]2[C:10]3[S:12][C:13]([C:15]4[CH:16]=[CH:17][C:18]([NH:21][C:22]([CH3:23])=[O:24])=[N:19][CH:20]=4)=[CH:14][C:9]=3[CH2:8][CH2:7][O:6][C:5]=2[CH:4]=[CH:3][CH:2]=1. The yield is 0.600. (7) The reactants are [CH2:1]([O:3][C:4]([C:6]1[C:7]([CH2:18]Br)=[C:8]2[C:13]([Cl:14])=[C:12]([C:15]#[N:16])[CH:11]=[N:10][N:9]2[CH:17]=1)=[O:5])[CH3:2].O.C([O-])(O)=[O:22].[Na+]. The catalyst is C1COCC1. The product is [CH2:1]([O:3][C:4]([C:6]1[C:7]([CH2:18][OH:22])=[C:8]2[C:13]([Cl:14])=[C:12]([C:15]#[N:16])[CH:11]=[N:10][N:9]2[CH:17]=1)=[O:5])[CH3:2]. The yield is 1.00.